Dataset: Reaction yield outcomes from USPTO patents with 853,638 reactions. Task: Predict the reaction yield, written as a fraction of the theoretical maximum amount of product (1.0 means a 100% yield; for example, 0.34 means a 34% yield). (1) The yield is 0.430. The reactants are [BH4-].[Na+].[C:3]1([S:9]([N:12]2[C:20]3[C:15](=[CH:16][C:17]([C:21](=O)[CH3:22])=[CH:18][CH:19]=3)[CH2:14][CH2:13]2)(=[O:11])=[O:10])[CH:8]=[CH:7][CH:6]=[CH:5][CH:4]=1.[OH-].[Na+]. The product is [C:3]1([S:9]([N:12]2[C:20]3[C:15](=[CH:16][C:17]([CH2:21][CH3:22])=[CH:18][CH:19]=3)[CH2:14][CH2:13]2)(=[O:11])=[O:10])[CH:4]=[CH:5][CH:6]=[CH:7][CH:8]=1. The catalyst is C(O)(C(F)(F)F)=O.O. (2) No catalyst specified. The reactants are [C:1]([C:5]1[CH:10]=[CH:9][C:8]([CH:11]2[N:15]([C:16]3[S:17][C:18]([CH3:21])=[N:19][N:20]=3)[C:14](=[O:22])[C:13]([OH:23])=[C:12]2[C:24](=[O:33])[C:25]2[CH:30]=[CH:29][C:28]([O:31][CH3:32])=[CH:27][CH:26]=2)=[CH:7][CH:6]=1)([CH3:4])([CH3:3])[CH3:2].I[CH3:35]. The product is [C:1]([C:5]1[CH:6]=[CH:7][C:8]([CH:11]2[N:15]([C:16]3[S:17][C:18]([CH3:21])=[N:19][N:20]=3)[C:14](=[O:22])[C:13]([O:23][CH3:35])=[C:12]2[C:24](=[O:33])[C:25]2[CH:26]=[CH:27][C:28]([O:31][CH3:32])=[CH:29][CH:30]=2)=[CH:9][CH:10]=1)([CH3:4])([CH3:2])[CH3:3]. The yield is 0.250. (3) The reactants are Br[C:2]1[C:3]([C:24]2[CH:29]=[CH:28][C:27]([Cl:30])=[CH:26][CH:25]=2)=[CH:4][C:5]2[N:6]([C:9](=[O:23])[N:10]([CH2:12][C:13]3[CH:14]=[N:15][C:16]([C:19]([F:22])([F:21])[F:20])=[CH:17][CH:18]=3)[N:11]=2)[C:7]=1[CH3:8].[C:31]1(B(O)O)[CH:36]=[CH:35][CH:34]=[CH:33][CH:32]=1.CC1C(CN2C(=O)N3C=CC(C4C=CC(C#N)=CC=4)=C(C4C=CC=CC=4)C3=N2)=CC=C(C(F)(F)F)N=1. No catalyst specified. The product is [Cl:30][C:27]1[CH:26]=[CH:25][C:24]([C:3]2[C:2]([C:31]3[CH:36]=[CH:35][CH:34]=[CH:33][CH:32]=3)=[C:7]([CH3:8])[N:6]3[C:9](=[O:23])[N:10]([CH2:12][C:13]4[CH:14]=[N:15][C:16]([C:19]([F:22])([F:20])[F:21])=[CH:17][CH:18]=4)[N:11]=[C:5]3[CH:4]=2)=[CH:29][CH:28]=1. The yield is 0.680. (4) The reactants are [F:1][C:2]1[CH:9]=[C:8]([OH:10])[CH:7]=[CH:6][C:3]=1[C:4]#N.[OH-:11].[Na+].Cl.[OH2:14]. No catalyst specified. The product is [F:1][C:2]1[CH:9]=[C:8]([OH:10])[CH:7]=[CH:6][C:3]=1[C:4]([OH:14])=[O:11]. The yield is 1.00. (5) The reactants are [CH:1]1[C:10]2[C:5](=[CH:6][CH:7]=[CH:8][CH:9]=2)[CH:4]=[CH:3][C:2]=1[C:11]([OH:13])=O.[CH2:14]([O:16][C:17](=[O:36])[CH2:18][CH2:19][C:20]1[CH:25]=[CH:24][CH:23]=[C:22]([N:26]2[C:30]([NH2:31])=[CH:29][C:28]([C:32]([CH3:35])([CH3:34])[CH3:33])=[N:27]2)[CH:21]=1)[CH3:15]. The catalyst is O=S(Cl)Cl.C(Cl)Cl. The product is [CH2:14]([O:16][C:17](=[O:36])[CH2:18][CH2:19][C:20]1[CH:25]=[CH:24][CH:23]=[C:22]([N:26]2[C:30]([NH:31][C:11]([C:2]3[CH:3]=[CH:4][C:5]4[C:10](=[CH:9][CH:8]=[CH:7][CH:6]=4)[CH:1]=3)=[O:13])=[CH:29][C:28]([C:32]([CH3:35])([CH3:34])[CH3:33])=[N:27]2)[CH:21]=1)[CH3:15]. The yield is 0.380.